Task: Predict the product of the given reaction.. Dataset: Forward reaction prediction with 1.9M reactions from USPTO patents (1976-2016) Given the reactants C[O:2][C:3](=[O:26])[C:4]1[CH:9]=[C:8]([C:10]2[O:18][C:17]3[C:12](=[N:13][CH:14]=[CH:15][C:16]=3[C:19]3[CH:24]=[CH:23][CH:22]=[CH:21][CH:20]=3)[CH:11]=2)[CH:7]=[C:6]([CH3:25])[CH:5]=1.[Li+].[OH-], predict the reaction product. The product is: [CH3:25][C:6]1[CH:5]=[C:4]([CH:9]=[C:8]([C:10]2[O:18][C:17]3[C:12](=[N:13][CH:14]=[CH:15][C:16]=3[C:19]3[CH:24]=[CH:23][CH:22]=[CH:21][CH:20]=3)[CH:11]=2)[CH:7]=1)[C:3]([OH:26])=[O:2].